From a dataset of Full USPTO retrosynthesis dataset with 1.9M reactions from patents (1976-2016). Predict the reactants needed to synthesize the given product. (1) Given the product [C:1]([C:5]1[CH:6]=[C:7]2[C:12](=[C:13]([C:15]([CH3:18])([CH3:17])[CH3:16])[CH:14]=1)[O:11][CH:10]([C:19]([OH:21])=[O:20])[CH2:9][CH2:8]2)([CH3:4])([CH3:2])[CH3:3], predict the reactants needed to synthesize it. The reactants are: [C:1]([C:5]1[CH:6]=[C:7]2[C:12](=[C:13]([C:15]([CH3:18])([CH3:17])[CH3:16])[CH:14]=1)[O:11][CH:10]([C:19]([O:21]CCCC)=[O:20])[CH2:9][CH2:8]2)([CH3:4])([CH3:3])[CH3:2].[OH-].[Na+].CO. (2) Given the product [NH3:2].[Cl:48][C:49]1[C:56]([OH:57])=[C:55]([Cl:58])[CH:54]=[CH:53][C:50]=1[CH2:51][N:2]([CH3:1])[CH2:3][CH2:4][CH2:5][CH2:6][CH2:7][CH2:8][CH2:9][CH2:10][CH2:11][N:12]1[CH2:13][CH2:14][CH:15]([O:18][C:19](=[O:33])[NH:20][C:21]2[CH:26]=[CH:25][CH:24]=[CH:23][C:22]=2[C:27]2[CH:28]=[CH:29][CH:30]=[CH:31][CH:32]=2)[CH2:16][CH2:17]1, predict the reactants needed to synthesize it. The reactants are: [CH3:1][NH:2][CH2:3][CH2:4][CH2:5][CH2:6][CH2:7][CH2:8][CH2:9][CH2:10][CH2:11][N:12]1[CH2:17][CH2:16][CH:15]([O:18][C:19](=[O:33])[NH:20][C:21]2[CH:26]=[CH:25][CH:24]=[CH:23][C:22]=2[C:27]2[CH:32]=[CH:31][CH:30]=[CH:29][CH:28]=2)[CH2:14][CH2:13]1.C1(N)C(F)=C(F)C(F)=C(N)C=1F.Cl.Cl.[Cl:48][C:49]1[C:56]([OH:57])=[C:55]([Cl:58])[CH:54]=[CH:53][C:50]=1[CH:51]=O. (3) Given the product [ClH:21].[C:1]([N:5]1[C:9]2=[N:10][CH:11]=[N:12][C:13]([NH2:14])=[C:8]2[C:7]([C:15]2[CH:16]=[CH:17][C:18]([Cl:21])=[CH:19][CH:20]=2)=[N:6]1)([CH3:4])([CH3:2])[CH3:3], predict the reactants needed to synthesize it. The reactants are: [C:1]([N:5]1[C:9]2=[N:10][CH:11]=[N:12][C:13]([NH2:14])=[C:8]2[C:7]([C:15]2[CH:20]=[CH:19][C:18]([Cl:21])=[CH:17][CH:16]=2)=[N:6]1)([CH3:4])([CH3:3])[CH3:2].Cl. (4) Given the product [N:6]1[CH:7]=[CH:8][CH:9]=[C:4]([C:1](=[N:12][NH2:13])[CH3:2])[CH:5]=1, predict the reactants needed to synthesize it. The reactants are: [C:1]([C:4]1[CH:5]=[N:6][CH:7]=[CH:8][CH:9]=1)(=O)[CH3:2].O.O.[NH2:12][NH2:13]. (5) Given the product [Br:28][C:12]1[CH:13]=[C:14]([C:15]2[N:16]=[N:17][S:18][C:19]=2[C:20]2[CH:25]=[CH:24][CH:23]=[C:22]([Cl:26])[C:21]=2[Cl:27])[C:9]([NH2:8])=[N:10][CH:11]=1, predict the reactants needed to synthesize it. The reactants are: COC1C=CC(C[NH:8][C:9]2[C:14]([C:15]3[N:16]=[N:17][S:18][C:19]=3[C:20]3[CH:25]=[CH:24][CH:23]=[C:22]([Cl:26])[C:21]=3[Cl:27])=[CH:13][C:12]([Br:28])=[CH:11][N:10]=2)=CC=1.C(O)(C(F)(F)F)=O. (6) Given the product [Cl:1][C:2]1[CH:28]=[CH:27][C:5]([CH2:6][N:7]2[C:15]3[C:10](=[CH:11][C:12]([CH:16]=[C:17]4[S:21][C:20]([N:41]5[CH2:42][CH2:43][CH:38]([N:34]([CH3:33])[C:35](=[O:37])[CH3:36])[CH2:39][CH2:40]5)=[N:19][C:18]4=[O:26])=[CH:13][CH:14]=3)[CH:9]=[N:8]2)=[C:4]([C:29]([F:32])([F:31])[F:30])[CH:3]=1, predict the reactants needed to synthesize it. The reactants are: [Cl:1][C:2]1[CH:28]=[CH:27][C:5]([CH2:6][N:7]2[C:15]3[C:10](=[CH:11][C:12]([CH:16]=[C:17]4[S:21][C:20](SCCC)=[N:19][C:18]4=[O:26])=[CH:13][CH:14]=3)[CH:9]=[N:8]2)=[C:4]([C:29]([F:32])([F:31])[F:30])[CH:3]=1.[CH3:33][N:34]([CH:38]1[CH2:43][CH2:42][NH:41][CH2:40][CH2:39]1)[C:35](=[O:37])[CH3:36]. (7) Given the product [NH2:27][C:26]1[CH:25]=[C:24]([CH3:30])[CH:23]=[C:22]([CH3:31])[C:21]=1[S:18]([NH:17][C@@H:15]([CH3:16])[CH2:14][N:6]1[C:7]2[C:12](=[CH:11][C:10]([F:13])=[CH:9][CH:8]=2)[C:4]([CH2:3][C:1]#[N:2])=[CH:5]1)(=[O:20])=[O:19], predict the reactants needed to synthesize it. The reactants are: [C:1]([CH2:3][C:4]1[C:12]2[C:7](=[CH:8][CH:9]=[C:10]([F:13])[CH:11]=2)[N:6]([CH2:14][C@@H:15]([NH:17][S:18]([C:21]2[C:26]([N+:27]([O-])=O)=[CH:25][C:24]([CH3:30])=[CH:23][C:22]=2[CH3:31])(=[O:20])=[O:19])[CH3:16])[CH:5]=1)#[N:2].Cl.C(=O)(O)[O-].[Na+]. (8) Given the product [CH:1]1([C:4]2[CH:5]=[C:6]([I:13])[C:7]([O:12][CH2:15][CH3:16])=[C:8]([CH:11]=2)[CH:9]=[O:10])[CH2:2][CH2:3]1, predict the reactants needed to synthesize it. The reactants are: [CH:1]1([C:4]2[CH:5]=[C:6]([I:13])[C:7]([OH:12])=[C:8]([CH:11]=2)[CH:9]=[O:10])[CH2:3][CH2:2]1.I[CH2:15][CH3:16].